From a dataset of NCI-60 drug combinations with 297,098 pairs across 59 cell lines. Regression. Given two drug SMILES strings and cell line genomic features, predict the synergy score measuring deviation from expected non-interaction effect. (1) Drug 1: CC1=C2C(C(=O)C3(C(CC4C(C3C(C(C2(C)C)(CC1OC(=O)C(C(C5=CC=CC=C5)NC(=O)C6=CC=CC=C6)O)O)OC(=O)C7=CC=CC=C7)(CO4)OC(=O)C)O)C)OC(=O)C. Synergy scores: CSS=55.7, Synergy_ZIP=-0.165, Synergy_Bliss=1.95, Synergy_Loewe=-12.8, Synergy_HSA=3.08. Drug 2: CC=C1C(=O)NC(C(=O)OC2CC(=O)NC(C(=O)NC(CSSCCC=C2)C(=O)N1)C(C)C)C(C)C. Cell line: SF-268. (2) Drug 1: CC1C(C(CC(O1)OC2CC(CC3=C2C(=C4C(=C3O)C(=O)C5=C(C4=O)C(=CC=C5)OC)O)(C(=O)CO)O)N)O.Cl. Drug 2: C1=CC(=C2C(=C1NCCNCCO)C(=O)C3=C(C=CC(=C3C2=O)O)O)NCCNCCO. Cell line: UO-31. Synergy scores: CSS=27.7, Synergy_ZIP=0.576, Synergy_Bliss=0.315, Synergy_Loewe=-9.51, Synergy_HSA=0.1000. (3) Drug 1: C1=CN(C=N1)CC(O)(P(=O)(O)O)P(=O)(O)O. Drug 2: C1=NC2=C(N1)C(=S)N=CN2. Cell line: SNB-19. Synergy scores: CSS=5.69, Synergy_ZIP=-0.541, Synergy_Bliss=1.16, Synergy_Loewe=-9.07, Synergy_HSA=-2.22. (4) Drug 1: CCC1=CC2CC(C3=C(CN(C2)C1)C4=CC=CC=C4N3)(C5=C(C=C6C(=C5)C78CCN9C7C(C=CC9)(C(C(C8N6C)(C(=O)OC)O)OC(=O)C)CC)OC)C(=O)OC.C(C(C(=O)O)O)(C(=O)O)O. Drug 2: N.N.Cl[Pt+2]Cl. Cell line: RXF 393. Synergy scores: CSS=18.0, Synergy_ZIP=-4.70, Synergy_Bliss=-2.29, Synergy_Loewe=-13.2, Synergy_HSA=-1.04.